The task is: Predict which catalyst facilitates the given reaction.. This data is from Catalyst prediction with 721,799 reactions and 888 catalyst types from USPTO. Reactant: [Br:1][C:2]1[CH:3]=[CH:4][C:5]([C:9]([F:12])([F:11])[F:10])=[C:6]([CH:8]=1)[NH2:7].C(N(C(C)C)CC)(C)C.[C:22](Cl)(=[O:25])[CH:23]=[CH2:24]. Product: [Br:1][C:2]1[CH:3]=[CH:4][C:5]([C:9]([F:10])([F:11])[F:12])=[C:6]([NH:7][C:22](=[O:25])[CH:23]=[CH2:24])[CH:8]=1. The catalyst class is: 503.